This data is from Full USPTO retrosynthesis dataset with 1.9M reactions from patents (1976-2016). The task is: Predict the reactants needed to synthesize the given product. (1) Given the product [OH:15][C:12]([C:4]1[CH:5]=[C:6]([C:8]([OH:11])([CH3:10])[CH3:9])[CH:7]=[C:2]([B:19]2[O:20][C:21]([CH3:23])([CH3:22])[C:17]([CH3:33])([CH3:16])[O:18]2)[CH:3]=1)([CH3:14])[CH3:13], predict the reactants needed to synthesize it. The reactants are: Br[C:2]1[CH:3]=[C:4]([C:12]([OH:15])([CH3:14])[CH3:13])[CH:5]=[C:6]([C:8]([OH:11])([CH3:10])[CH3:9])[CH:7]=1.[CH3:16][C:17]1([CH3:33])[C:21]([CH3:23])([CH3:22])[O:20][B:19]([B:19]2[O:20][C:21]([CH3:23])([CH3:22])[C:17]([CH3:33])([CH3:16])[O:18]2)[O:18]1.C([O-])(=O)C.[K+]. (2) Given the product [CH:6]([C:9]1[C:17]([CH:23]=[O:24])=[C:12]2[CH:13]=[CH:14][CH:15]=[CH:16][N:11]2[N:10]=1)([CH3:8])[CH3:7], predict the reactants needed to synthesize it. The reactants are: P(Cl)(Cl)(Cl)=O.[CH:6]([C:9]1[CH:17]=[C:12]2[CH:13]=[CH:14][CH:15]=[CH:16][N:11]2[N:10]=1)([CH3:8])[CH3:7].[OH-].[Na+].CN([CH:23]=[O:24])C.